This data is from NCI-60 drug combinations with 297,098 pairs across 59 cell lines. The task is: Regression. Given two drug SMILES strings and cell line genomic features, predict the synergy score measuring deviation from expected non-interaction effect. (1) Drug 1: CC1=C(N=C(N=C1N)C(CC(=O)N)NCC(C(=O)N)N)C(=O)NC(C(C2=CN=CN2)OC3C(C(C(C(O3)CO)O)O)OC4C(C(C(C(O4)CO)O)OC(=O)N)O)C(=O)NC(C)C(C(C)C(=O)NC(C(C)O)C(=O)NCCC5=NC(=CS5)C6=NC(=CS6)C(=O)NCCC[S+](C)C)O. Drug 2: CC1CCCC2(C(O2)CC(NC(=O)CC(C(C(=O)C(C1O)C)(C)C)O)C(=CC3=CSC(=N3)C)C)C. Cell line: SF-295. Synergy scores: CSS=58.4, Synergy_ZIP=-5.97, Synergy_Bliss=-6.78, Synergy_Loewe=-2.50, Synergy_HSA=0.536. (2) Drug 1: C1C(C(OC1N2C=NC3=C(N=C(N=C32)Cl)N)CO)O. Drug 2: CN1C2=C(C=C(C=C2)N(CCCl)CCCl)N=C1CCCC(=O)O.Cl. Cell line: NCI-H460. Synergy scores: CSS=5.31, Synergy_ZIP=-3.34, Synergy_Bliss=-2.71, Synergy_Loewe=-2.48, Synergy_HSA=-2.54. (3) Drug 1: C1=C(C(=O)NC(=O)N1)F. Drug 2: C1CN(P(=O)(OC1)NCCCl)CCCl. Cell line: CCRF-CEM. Synergy scores: CSS=10.5, Synergy_ZIP=-17.9, Synergy_Bliss=-22.1, Synergy_Loewe=-30.9, Synergy_HSA=-21.0. (4) Drug 1: CC=C1C(=O)NC(C(=O)OC2CC(=O)NC(C(=O)NC(CSSCCC=C2)C(=O)N1)C(C)C)C(C)C. Drug 2: C1CNP(=O)(OC1)N(CCCl)CCCl. Cell line: RPMI-8226. Synergy scores: CSS=72.9, Synergy_ZIP=-1.37, Synergy_Bliss=-2.02, Synergy_Loewe=-53.0, Synergy_HSA=-1.65. (5) Drug 1: C1=CC(=CC=C1CCC2=CNC3=C2C(=O)NC(=N3)N)C(=O)NC(CCC(=O)O)C(=O)O. Drug 2: CCC1(CC2CC(C3=C(CCN(C2)C1)C4=CC=CC=C4N3)(C5=C(C=C6C(=C5)C78CCN9C7C(C=CC9)(C(C(C8N6C)(C(=O)OC)O)OC(=O)C)CC)OC)C(=O)OC)O.OS(=O)(=O)O. Cell line: RXF 393. Synergy scores: CSS=35.4, Synergy_ZIP=-1.33, Synergy_Bliss=3.89, Synergy_Loewe=-5.20, Synergy_HSA=7.72.